This data is from Reaction yield outcomes from USPTO patents with 853,638 reactions. The task is: Predict the reaction yield, written as a fraction of the theoretical maximum amount of product (1.0 means a 100% yield; for example, 0.34 means a 34% yield). (1) The reactants are [CH3:1][S:2]([NH2:5])(=[O:4])=[O:3].[NH:6]1[CH:10]=[CH:9][CH:8]=[N:7]1.C(O)C. The catalyst is [Pd]. The product is [CH3:1][S:2]([NH2:5])(=[O:4])=[O:3].[NH2:5][C:10]1[CH:9]=[CH:8][NH:7][N:6]=1. The yield is 0.950. (2) The reactants are [CH2:1]([C:3]([C:21]1[CH:34]=[CH:33][C:24]([CH:25]=[C:26]2[S:30][C:29](=[O:31])[NH:28][C:27]2=[O:32])=[C:23]([CH3:35])[CH:22]=1)([C:6]1[CH:11]=[CH:10][C:9]([O:12][CH2:13][CH:14]([OH:19])[C:15]([CH3:18])([CH3:17])[CH3:16])=[C:8]([CH3:20])[CH:7]=1)[CH2:4][CH3:5])[CH3:2]. The catalyst is CO. The product is [CH2:1]([C:3]([C:21]1[CH:34]=[CH:33][C:24]([CH2:25][CH:26]2[S:30][C:29](=[O:31])[NH:28][C:27]2=[O:32])=[C:23]([CH3:35])[CH:22]=1)([C:6]1[CH:11]=[CH:10][C:9]([O:12][CH2:13][CH:14]([OH:19])[C:15]([CH3:17])([CH3:18])[CH3:16])=[C:8]([CH3:20])[CH:7]=1)[CH2:4][CH3:5])[CH3:2]. The yield is 0.370. (3) The reactants are [N:1]1[C:9]([NH2:10])=[C:8]2[C:4]([N:5]=[CH:6][NH:7]2)=[N:3][CH:2]=1.CC(C)([O-])C.[K+].F[C:18]1[CH:23]=[CH:22][C:21]([N+:24]([O-:26])=[O:25])=[CH:20][CH:19]=1. The catalyst is CS(C)=O.O. The product is [N+:24]([C:21]1[CH:22]=[CH:23][C:18]([N:5]2[CH:6]=[N:7][C:8]3[C:4]2=[N:3][CH:2]=[N:1][C:9]=3[NH2:10])=[CH:19][CH:20]=1)([O-:26])=[O:25]. The yield is 0.840. (4) The reactants are [NH2:1][CH2:2][C:3]1[C:4]([NH:19][C@H:20]([C:22]2[CH:27]=[CH:26][C:25]([F:28])=[CH:24][CH:23]=2)[CH3:21])=[N:5][C:6]([NH:10][C:11]2[CH:15]=[C:14]([CH:16]3[CH2:18][CH2:17]3)[NH:13][N:12]=2)=[C:7]([F:9])[CH:8]=1.[C:29](O)(=[O:31])[CH3:30]. The catalyst is C1COCC1.C(Cl)Cl. The product is [CH:16]1([C:14]2[NH:13][N:12]=[C:11]([NH:10][C:6]3[N:5]=[C:4]([NH:19][C@H:20]([C:22]4[CH:23]=[CH:24][C:25]([F:28])=[CH:26][CH:27]=4)[CH3:21])[C:3]([CH2:2][NH:1][C:29](=[O:31])[CH3:30])=[CH:8][C:7]=3[F:9])[CH:15]=2)[CH2:18][CH2:17]1. The yield is 0.500. (5) The reactants are [C:1]([O:5][C:6](=[O:20])[C:7]1[CH:12]=[CH:11][CH:10]=[C:9]([C:13]2[C:18]([CH3:19])=[CH:17][CH:16]=[CH:15][N:14]=2)[CH:8]=1)([CH3:4])([CH3:3])[CH3:2].NC(N)=[O:23].OO.C1(=O)OC(=O)C2=CC=CC=C12.[O-]S([O-])=O.[Na+].[Na+].C([O-])([O-])=O.[Na+].[Na+]. The catalyst is CCOC(C)=O.O. The product is [C:1]([O:5][C:6]([C:7]1[CH:8]=[C:9]([C:13]2[C:18]([CH3:19])=[CH:17][CH:16]=[CH:15][N+:14]=2[O-:23])[CH:10]=[CH:11][CH:12]=1)=[O:20])([CH3:4])([CH3:3])[CH3:2]. The yield is 0.950.